Dataset: Peptide-MHC class II binding affinity with 134,281 pairs from IEDB. Task: Regression. Given a peptide amino acid sequence and an MHC pseudo amino acid sequence, predict their binding affinity value. This is MHC class II binding data. The peptide sequence is IQYWRVPLNLRNESE. The MHC is DRB1_0101 with pseudo-sequence DRB1_0101. The binding affinity (normalized) is 0.587.